Dataset: NCI-60 drug combinations with 297,098 pairs across 59 cell lines. Task: Regression. Given two drug SMILES strings and cell line genomic features, predict the synergy score measuring deviation from expected non-interaction effect. (1) Drug 1: C1CN(P(=O)(OC1)NCCCl)CCCl. Drug 2: C(CCl)NC(=O)N(CCCl)N=O. Cell line: NCI-H460. Synergy scores: CSS=-0.0525, Synergy_ZIP=-2.54, Synergy_Bliss=-6.95, Synergy_Loewe=-5.84, Synergy_HSA=-5.90. (2) Drug 1: CC1CCC2CC(C(=CC=CC=CC(CC(C(=O)C(C(C(=CC(C(=O)CC(OC(=O)C3CCCCN3C(=O)C(=O)C1(O2)O)C(C)CC4CCC(C(C4)OC)O)C)C)O)OC)C)C)C)OC. Drug 2: CCN(CC)CCCC(C)NC1=C2C=C(C=CC2=NC3=C1C=CC(=C3)Cl)OC. Cell line: SW-620. Synergy scores: CSS=38.6, Synergy_ZIP=-5.38, Synergy_Bliss=1.51, Synergy_Loewe=-0.793, Synergy_HSA=3.01.